From a dataset of Forward reaction prediction with 1.9M reactions from USPTO patents (1976-2016). Predict the product of the given reaction. (1) Given the reactants CC1(C)CC(C[N:10]=C=O)(C)CC(N=C=O)C1.[C:17]([O:21][CH2:22][CH2:23]O)(=[O:20])[CH:18]=[CH2:19], predict the reaction product. The product is: [C:17]([OH:21])(=[O:20])[CH:18]=[CH2:19].[NH2:10][C:17]([O:21][CH2:22][CH3:23])=[O:20]. (2) The product is: [CH3:13][O:12][C:7]1[CH:8]=[CH:9][CH:10]=[C:11]2[C:6]=1[CH:5]=[C:4]([NH:14][C:15]1[CH:19]=[C:18]([CH3:20])[NH:17][N:16]=1)[N:3]=[C:2]2[C:21]1[CH:26]=[CH:25][CH:24]=[CH:23][CH:22]=1. Given the reactants Cl[C:2]1[C:11]2[C:6](=[C:7]([O:12][CH3:13])[CH:8]=[CH:9][CH:10]=2)[CH:5]=[C:4]([NH:14][C:15]2[CH:19]=[C:18]([CH3:20])[NH:17][N:16]=2)[N:3]=1.[C:21]1(B(O)O)[CH:26]=[CH:25][CH:24]=[CH:23][CH:22]=1, predict the reaction product. (3) The product is: [CH3:8][O:7][C:6]1[CH:5]=[C:4](/[CH:3]=[CH:2]/[C:1]([NH:28][CH2:27][CH2:26][C:25]2[CH:29]=[CH:30][C:31]([OH:32])=[C:23]([OH:22])[CH:24]=2)=[O:14])[CH:12]=[CH:11][C:9]=1[OH:10]. Given the reactants [C:1]([OH:14])(=O)/[CH:2]=[CH:3]/[C:4]1[CH:12]=[CH:11][C:9]([OH:10])=[C:6]([O:7][CH3:8])[CH:5]=1.C(N(CC)CC)C.[OH:22][C:23]1[CH:24]=[C:25]([CH:29]=[CH:30][C:31]=1[OH:32])[CH2:26][CH2:27][NH2:28], predict the reaction product. (4) Given the reactants [OH:1][C:2]1[CH:9]=[CH:8][C:5]([CH:6]=[O:7])=[CH:4][CH:3]=1.C([O-])([O-])=O.[Cs+].[Cs+].Cl.Cl[CH2:18][CH2:19][N:20]1[CH2:25][CH2:24][O:23][CH2:22][CH2:21]1, predict the reaction product. The product is: [N:20]1([CH2:19][CH2:18][O:1][C:2]2[CH:9]=[CH:8][C:5]([CH:6]=[O:7])=[CH:4][CH:3]=2)[CH2:25][CH2:24][O:23][CH2:22][CH2:21]1. (5) Given the reactants C[O:2][C:3]1[CH:4]=[C:5]2[C:10](=[CH:11][CH:12]=1)[C:9](=[O:13])[NH:8][CH2:7][CH2:6]2.C([O-])(O)=O.[Na+], predict the reaction product. The product is: [OH:2][C:3]1[CH:4]=[C:5]2[C:10](=[CH:11][CH:12]=1)[C:9](=[O:13])[NH:8][CH2:7][CH2:6]2.